Predict the reactants needed to synthesize the given product. From a dataset of Full USPTO retrosynthesis dataset with 1.9M reactions from patents (1976-2016). Given the product [CH:11]1([C:8]2[CH:7]=[CH:6][C:5]([CH2:4][OH:3])=[CH:10][CH:9]=2)[CH2:13][CH2:12]1, predict the reactants needed to synthesize it. The reactants are: C([O:3][C:4](=O)[C:5]1[CH:10]=[CH:9][C:8]([CH:11]2[CH2:13][CH2:12]2)=[CH:7][CH:6]=1)C.[H-].[Al+3].[Li+].[H-].[H-].[H-].